This data is from NCI-60 drug combinations with 297,098 pairs across 59 cell lines. The task is: Regression. Given two drug SMILES strings and cell line genomic features, predict the synergy score measuring deviation from expected non-interaction effect. (1) Drug 1: C1CNP(=O)(OC1)N(CCCl)CCCl. Drug 2: CC1C(C(CC(O1)OC2CC(CC3=C2C(=C4C(=C3O)C(=O)C5=CC=CC=C5C4=O)O)(C(=O)C)O)N)O. Cell line: SR. Synergy scores: CSS=31.8, Synergy_ZIP=-1.12, Synergy_Bliss=-4.09, Synergy_Loewe=-32.5, Synergy_HSA=-4.08. (2) Drug 1: CN(C)C1=NC(=NC(=N1)N(C)C)N(C)C. Drug 2: CC(C)(C#N)C1=CC(=CC(=C1)CN2C=NC=N2)C(C)(C)C#N. Cell line: HOP-62. Synergy scores: CSS=-0.822, Synergy_ZIP=0.807, Synergy_Bliss=-0.595, Synergy_Loewe=-4.03, Synergy_HSA=-5.41.